Task: Regression. Given a peptide amino acid sequence and an MHC pseudo amino acid sequence, predict their binding affinity value. This is MHC class I binding data.. Dataset: Peptide-MHC class I binding affinity with 185,985 pairs from IEDB/IMGT The peptide sequence is VVNYDNSTK. The MHC is HLA-A31:01 with pseudo-sequence HLA-A31:01. The binding affinity (normalized) is 0.180.